Task: Predict the reactants needed to synthesize the given product.. Dataset: Full USPTO retrosynthesis dataset with 1.9M reactions from patents (1976-2016) (1) The reactants are: C(O)(C(F)(F)F)=O.[NH2:8][C:9](=[O:51])[CH:10]([C:13]1[CH:50]=[CH:49][CH:48]=[CH:47][C:14]=1[CH2:15][CH2:16][C:17]1[C:22]([C:23]([F:26])([F:25])[F:24])=[CH:21][N:20]=[C:19]([NH:27][C:28]2[CH:33]=[CH:32][C:31]([CH:34]3[CH2:39][CH2:38][N:37](C(OC(C)(C)C)=O)[CH2:36][CH2:35]3)=[CH:30][CH:29]=2)[N:18]=1)[CH2:11][CH3:12]. Given the product [NH:37]1[CH2:38][CH2:39][CH:34]([C:31]2[CH:30]=[CH:29][C:28]([NH:27][C:19]3[N:18]=[C:17]([CH2:16][CH2:15][C:14]4[CH:47]=[CH:48][CH:49]=[CH:50][C:13]=4[CH:10]([CH2:11][CH3:12])[C:9]([NH2:8])=[O:51])[C:22]([C:23]([F:26])([F:25])[F:24])=[CH:21][N:20]=3)=[CH:33][CH:32]=2)[CH2:35][CH2:36]1, predict the reactants needed to synthesize it. (2) Given the product [F:15][C:16]([F:35])([F:34])[S:17]([O:1][C:2]1[CH:11]=[C:10]2[C:5]([CH:6]=[CH:7][C:8](=[O:12])[O:9]2)=[CH:4][CH:3]=1)(=[O:19])=[O:18], predict the reactants needed to synthesize it. The reactants are: [OH:1][C:2]1[CH:11]=[C:10]2[C:5]([CH:6]=[CH:7][C:8](=[O:12])[O:9]2)=[CH:4][CH:3]=1.[H-].[Na+].[F:15][C:16]([F:35])([F:34])[S:17](N([S:17]([C:16]([F:35])([F:34])[F:15])(=[O:19])=[O:18])C1C=CC=CC=1)(=[O:19])=[O:18]. (3) Given the product [Cl:26][C:27]1[CH:32]=[CH:31][CH:30]=[CH:29][C:28]=1[O:33][C:2]1[CH:11]=[C:10]2[C:5]([CH2:6][CH2:7][N:8]([C:12]3[CH:17]=[C:16]([N:18]4[CH2:23][CH2:22][N:21]([CH3:24])[CH2:20][CH2:19]4)[N:15]=[C:14]([NH2:25])[N:13]=3)[CH2:9]2)=[CH:4][CH:3]=1, predict the reactants needed to synthesize it. The reactants are: Br[C:2]1[CH:11]=[C:10]2[C:5]([CH2:6][CH2:7][N:8]([C:12]3[CH:17]=[C:16]([N:18]4[CH2:23][CH2:22][N:21]([CH3:24])[CH2:20][CH2:19]4)[N:15]=[C:14]([NH2:25])[N:13]=3)[CH2:9]2)=[CH:4][CH:3]=1.[Cl:26][C:27]1[CH:32]=[CH:31][CH:30]=[CH:29][C:28]=1[OH:33].CN1C=CN=C1.C(=O)([O-])[O-].[K+].[K+]. (4) Given the product [CH3:29][C:26]1[N:27]=[CH:28][C:23](/[CH:21]=[CH:22]\[N:10]2[C:11]3[CH:12]=[CH:13][C:5]([S:2]([CH3:1])(=[O:3])=[O:4])=[CH:6][C:7]=3[C:8]3[CH2:18][N:17]4[CH2:16][CH2:15][CH:14]([C:9]2=3)[CH2:20][CH2:19]4)=[CH:24][CH:25]=1, predict the reactants needed to synthesize it. The reactants are: [CH3:1][S:2]([C:5]1[CH:13]=[CH:12][C:11]2[NH:10][C:9]3[CH:14]4[CH2:20][CH2:19][N:17]([CH2:18][C:8]=3[C:7]=2[CH:6]=1)[CH2:16][CH2:15]4)(=[O:4])=[O:3].[C:21]([C:23]1[CH:24]=[CH:25][C:26]([CH3:29])=[N:27][CH:28]=1)#[CH:22]. (5) Given the product [C:1]([O:5][C:6]([N:7]1[CH2:14][CH2:15][O:16][CH:9]([CH:10]([CH3:12])[CH3:11])[CH2:8]1)=[O:17])([CH3:4])([CH3:3])[CH3:2], predict the reactants needed to synthesize it. The reactants are: [C:1]([O:5][C:6](=[O:17])[N:7]([CH2:14][CH2:15][OH:16])[CH2:8][CH:9](O)[CH:10]([CH3:12])[CH3:11])([CH3:4])([CH3:3])[CH3:2].C1(P(C2C=CC=CC=2)C2C=CC=CC=2)C=CC=CC=1.CCOC(/N=N/C(OCC)=O)=O.